From a dataset of Merck oncology drug combination screen with 23,052 pairs across 39 cell lines. Regression. Given two drug SMILES strings and cell line genomic features, predict the synergy score measuring deviation from expected non-interaction effect. Drug 1: Cc1nc(Nc2ncc(C(=O)Nc3c(C)cccc3Cl)s2)cc(N2CCN(CCO)CC2)n1. Drug 2: Cn1c(=O)n(-c2ccc(C(C)(C)C#N)cc2)c2c3cc(-c4cnc5ccccc5c4)ccc3ncc21. Cell line: NCIH520. Synergy scores: synergy=60.1.